This data is from Forward reaction prediction with 1.9M reactions from USPTO patents (1976-2016). The task is: Predict the product of the given reaction. (1) Given the reactants C[C:2]1(C)[O:7][C:6]2[CH:8]=[CH:9][C:10]([C@H:12]3[O:16]C(=O)[N:14]([CH2:18][CH2:19][C:20]4[CH:21]=[C:22]([CH:37]=[CH:38][CH:39]=4)[CH2:23][O:24][CH2:25][CH2:26][CH2:27][CH2:28][C:29]4[CH:30]=[C:31]([CH:34]=[CH:35][CH:36]=4)[C:32]#[N:33])[CH2:13]3)=[CH:11][C:5]=2[CH2:4][O:3]1.C[Si](C)(C)[O-:43].[K+].CO, predict the reaction product. The product is: [OH:16][C@H:12]([C:10]1[CH:9]=[CH:8][C:6]([OH:7])=[C:5]([CH2:4][OH:3])[CH:11]=1)[CH2:13][NH:14][CH2:18][CH2:19][C:20]1[CH:21]=[C:22]([CH:37]=[CH:38][CH:39]=1)[CH2:23][O:24][CH2:25][CH2:26][CH2:27][CH2:28][C:29]1[CH:30]=[C:31]([CH:34]=[CH:35][CH:36]=1)[C:32]([NH2:33])=[O:43].[CH:2]([OH:7])=[O:3]. (2) Given the reactants [OH:1][CH:2]([C:8]1[C:12]2[CH:13]=[CH:14][CH:15]=[CH:16][C:11]=2[S:10][C:9]=1[C:17]1[CH:22]=[CH:21][CH:20]=[CH:19][CH:18]=1)[C:3]([O:5][CH2:6][CH3:7])=[O:4].[C:23](Br)([CH3:26])([CH3:25])[CH3:24], predict the reaction product. The product is: [C:23]([O:1][CH:2]([C:8]1[C:12]2[CH:13]=[CH:14][CH:15]=[CH:16][C:11]=2[S:10][C:9]=1[C:17]1[CH:22]=[CH:21][CH:20]=[CH:19][CH:18]=1)[C:3]([O:5][CH2:6][CH3:7])=[O:4])([CH3:26])([CH3:25])[CH3:24]. (3) Given the reactants C([O:3][C:4]([CH:6]1[C:15]([CH2:16][NH:17][C@H:18]([C:23]([O:25][CH3:26])=[O:24])[CH2:19][CH:20]([CH3:22])[CH3:21])=[CH:14][C:13]2[C:8](=[CH:9][CH:10]=[CH:11][C:12]=2[O:27][CH3:28])[O:7]1)=O)C, predict the reaction product. The product is: [CH3:26][O:25][C:23](=[O:24])[C@@H:18]([N:17]1[CH2:16][C:15]2=[CH:14][C:13]3[C:12]([O:27][CH3:28])=[CH:11][CH:10]=[CH:9][C:8]=3[O:7][CH:6]2[C:4]1=[O:3])[CH2:19][CH:20]([CH3:21])[CH3:22]. (4) The product is: [N:10]1([C@@H:11]2[C@H:15]([CH2:16][CH3:17])[CH2:14][C@H:13]([NH:18][S:19]([CH:22]3[CH2:23][CH2:24]3)(=[O:20])=[O:21])[CH2:12]2)[C:2]2=[C:3]3[CH:27]=[CH:26][NH:25][C:4]3=[N:5][CH:6]=[C:7]2[CH2:8][CH2:9]1.[C:52]([O-:53])(=[O:51])[CH3:54].[NH4+:40]. Given the reactants Cl[C:2]1[C:7]([CH2:8][CH2:9][NH:10][C@@H:11]2[C@H:15]([CH2:16][CH3:17])[CH2:14][C@H:13]([NH:18][S:19]([CH:22]3[CH2:24][CH2:23]3)(=[O:21])=[O:20])[CH2:12]2)=[CH:6][N:5]=[C:4]2[N:25](S(C3C=CC(C)=CC=3)(=O)=O)[CH:26]=[CH:27][C:3]=12.CC[N:40](C(C)C)C(C)C.[I-].[K+].CC[O:51][C:52]([CH3:54])=[O:53], predict the reaction product. (5) Given the reactants C([O:3][C:4](=[O:38])[CH2:5][CH:6]1[S:10][C:9]([C:11]2[NH:12][C:13]3[C:18]([CH:19]=2)=[CH:17][C:16]([O:20][C:21]2[CH:26]=[CH:25][C:24]([S:27]([CH3:30])(=[O:29])=[O:28])=[CH:23][N:22]=2)=[CH:15][C:14]=3[O:31][CH:32]2[CH2:37][CH2:36][O:35][CH2:34][CH2:33]2)=[N:8][CH2:7]1)C.[OH-].[Na+].C(O)C.Cl, predict the reaction product. The product is: [CH3:30][S:27]([C:24]1[CH:25]=[CH:26][C:21]([O:20][C:16]2[CH:17]=[C:18]3[C:13](=[C:14]([O:31][CH:32]4[CH2:37][CH2:36][O:35][CH2:34][CH2:33]4)[CH:15]=2)[NH:12][C:11]([C:9]2[S:10][CH:6]([CH2:5][C:4]([OH:38])=[O:3])[CH2:7][N:8]=2)=[CH:19]3)=[N:22][CH:23]=1)(=[O:29])=[O:28]. (6) The product is: [NH2:8][C:9]1[N:17]=[CH:16][N:15]=[C:14]2[C:10]=1[N:11]=[CH:12][N:13]2[C@@H:18]1[O:19][C@H:20]([CH2:28][N:29]([CH2:47][C:48]([F:49])([F:50])[F:51])[CH2:30][CH2:31][CH2:32][NH:33][C:34]([NH:36][C:37]2[CH:42]=[CH:41][C:40]([C:43]([CH3:46])([CH3:45])[CH3:44])=[CH:39][CH:38]=2)=[O:35])[C@@H:21]([OH:25])[C@H:22]1[OH:23]. Given the reactants C(O)(C(F)(F)F)=O.[NH2:8][C:9]1[N:17]=[CH:16][N:15]=[C:14]2[C:10]=1[N:11]=[CH:12][N:13]2[C@H:18]1[C@@H:22]2[O:23]C(C)(C)[O:25][C@@H:21]2[C@@H:20]([CH2:28][N:29]([CH2:47][C:48]([F:51])([F:50])[F:49])[CH2:30][CH2:31][CH2:32][NH:33][C:34]([NH:36][C:37]2[CH:42]=[CH:41][C:40]([C:43]([CH3:46])([CH3:45])[CH3:44])=[CH:39][CH:38]=2)=[O:35])[O:19]1.C(C1C=CC(NC(NCCC=O)=O)=CC=1)(C)(C)C.C([O-])([O-])=O.[K+].[K+], predict the reaction product. (7) Given the reactants [C:1]([O:5][C:6](=[O:35])[CH2:7][N:8]([CH2:25][C:26]1[CH:34]=[CH:33][C:29]([C:30](O)=O)=[CH:28][CH:27]=1)[C:9](=[O:24])[C:10]1[CH:15]=[CH:14][C:13]([NH:16][C:17]([O:19][C:20]([CH3:23])([CH3:22])[CH3:21])=[O:18])=[CH:12][CH:11]=1)([CH3:4])([CH3:3])[CH3:2].CN1CCOCC1.C(Cl)(=O)OCC(C)C.[OH:51]/[N:52]=[C:53](/[C:55]1[CH:60]=[CH:59][C:58]([C:61]2[CH:66]=[CH:65][C:64]([CH3:67])=[CH:63][CH:62]=2)=[CH:57][CH:56]=1)\[NH2:54], predict the reaction product. The product is: [C:20]([O:19][C:17]([NH:16][C:13]1[CH:14]=[CH:15][C:10]([C:9]([N:8]([CH2:7][C:6]([O:5][C:1]([CH3:4])([CH3:3])[CH3:2])=[O:35])[CH2:25][C:26]2[CH:27]=[CH:28][C:29]([C:30]3[O:51][N:52]=[C:53]([C:55]4[CH:56]=[CH:57][C:58]([C:61]5[CH:66]=[CH:65][C:64]([CH3:67])=[CH:63][CH:62]=5)=[CH:59][CH:60]=4)[N:54]=3)=[CH:33][CH:34]=2)=[O:24])=[CH:11][CH:12]=1)=[O:18])([CH3:21])([CH3:23])[CH3:22]. (8) The product is: [F:45][C:9]([F:8])([F:44])[C:10]1[CH:11]=[C:12]([CH:37]=[C:38]([C:40]([F:43])([F:41])[F:42])[CH:39]=1)[CH2:13][N:14]([C@H:15]1[CH2:21][CH2:20][CH2:19][N:18]([CH2:6][CH:1]2[CH2:5][CH2:4][CH2:3][CH2:2]2)[C:17]2[CH:22]=[C:23]([C:27]([F:28])([F:29])[F:30])[C:24]([CH3:26])=[CH:25][C:16]1=2)[C:31]1[N:32]=[N:33][N:34]([CH3:36])[N:35]=1. Given the reactants [CH:1]1([CH:6]=O)[CH2:5][CH2:4][CH2:3][CH2:2]1.[F:8][C:9]([F:45])([F:44])[C:10]1[CH:11]=[C:12]([CH:37]=[C:38]([C:40]([F:43])([F:42])[F:41])[CH:39]=1)[CH2:13][N:14]([C:31]1[N:32]=[N:33][N:34]([CH3:36])[N:35]=1)[C@H:15]1[CH2:21][CH2:20][CH2:19][NH:18][C:17]2[CH:22]=[C:23]([C:27]([F:30])([F:29])[F:28])[C:24]([CH3:26])=[CH:25][C:16]1=2.C(O[BH-](OC(=O)C)OC(=O)C)(=O)C.[Na+], predict the reaction product.